Dataset: Forward reaction prediction with 1.9M reactions from USPTO patents (1976-2016). Task: Predict the product of the given reaction. (1) Given the reactants B(Br)(Br)Br.[CH2:5]([O:7][C:8]([C:10]1[N:11]([CH3:31])[CH:12]=[C:13]([C:29]#[N:30])[C:14]=1[C:15]1[CH:20]=[CH:19][C:18]([C:21]2[CH:26]=[CH:25][CH:24]=[CH:23][C:22]=2[O:27]C)=[CH:17][CH:16]=1)=[O:9])[CH3:6], predict the reaction product. The product is: [CH2:5]([O:7][C:8]([C:10]1[N:11]([CH3:31])[CH:12]=[C:13]([C:29]#[N:30])[C:14]=1[C:15]1[CH:16]=[CH:17][C:18]([C:21]2[CH:26]=[CH:25][CH:24]=[CH:23][C:22]=2[OH:27])=[CH:19][CH:20]=1)=[O:9])[CH3:6]. (2) The product is: [F:1][C:2]1[CH:7]=[CH:6][C:5]([CH2:8][C:9]([O:11][CH3:12])=[O:10])=[C:4]([O:13][CH2:27][C@@H:28]2[CH2:30][O:29]2)[CH:3]=1. Given the reactants [F:1][C:2]1[CH:7]=[CH:6][C:5]([CH2:8][C:9]([O:11][CH3:12])=[O:10])=[C:4]([OH:13])[CH:3]=1.[N+](C1C=C(S(O[CH2:27][C@@H:28]2[CH2:30][O:29]2)(=O)=O)C=CC=1)([O-])=O, predict the reaction product. (3) Given the reactants C([O-])(=O)C.[K+].Br[C:7]1[CH:8]=[CH:9][C:10]2[C:11]([CH:19]=1)=[N:12][O:13][C:14]=2[C:15]([O:17][CH3:18])=[O:16].[CH3:20][C:21]1([CH3:35])[CH2:26][O:25][B:24]([B:24]2[O:25][CH2:26][C:21]([CH3:35])([CH3:20])[CH2:22][O:23]2)[O:23][CH2:22]1, predict the reaction product. The product is: [CH3:20][C:21]1([CH3:35])[CH2:26][O:25][B:24]([C:7]2[CH:8]=[CH:9][C:10]3[C:11]([CH:19]=2)=[N:12][O:13][C:14]=3[C:15]([O:17][CH3:18])=[O:16])[O:23][CH2:22]1. (4) Given the reactants [Cl:1][C:2]1[N:3]=[CH:4][C:5]2[NH:11][C:10](=[O:12])[C:9]([F:14])([CH3:13])[CH2:8][N:7]([CH:15]3[CH2:19][CH2:18][CH2:17][CH2:16]3)[C:6]=2[N:20]=1.[H-].[Na+].[CH3:23]I, predict the reaction product. The product is: [Cl:1][C:2]1[N:3]=[CH:4][C:5]2[N:11]([CH3:23])[C:10](=[O:12])[C:9]([F:14])([CH3:13])[CH2:8][N:7]([CH:15]3[CH2:19][CH2:18][CH2:17][CH2:16]3)[C:6]=2[N:20]=1. (5) Given the reactants [Cl:1][C:2]1[C:3]([F:26])=[C:4]([NH:8][C:9]2[C:18]3[C:13](=[CH:14][C:15]([O:24][CH3:25])=[C:16]([CH2:19][NH:20][CH:21]([CH3:23])[CH3:22])[CH:17]=3)[N:12]=[CH:11][N:10]=2)[CH:5]=[CH:6][CH:7]=1.CC[O:29][C:30]([C@H:32](OS(C(F)(F)F)(=O)=O)[CH3:33])=[O:31], predict the reaction product. The product is: [Cl:1][C:2]1[C:3]([F:26])=[C:4]([NH:8][C:9]2[C:18]3[C:13](=[CH:14][C:15]([O:24][CH3:25])=[C:16]([CH2:19][N:20]([CH:21]([CH3:23])[CH3:22])[C@H:32]([C:30]([OH:29])=[O:31])[CH3:33])[CH:17]=3)[N:12]=[CH:11][N:10]=2)[CH:5]=[CH:6][CH:7]=1. (6) Given the reactants C(O[CH:4](OCC)[CH2:5][NH:6][CH2:7][C:8]1[CH:13]=[CH:12][CH:11]=[C:10]([O:14][CH2:15][CH3:16])[C:9]=1[OH:17])C.[CH2:21]([O:25][C:26]1[CH:27]=[C:28]([CH:31]=[C:32]([O:36][CH3:37])[C:33]=1[O:34][CH3:35])[CH:29]=O)[CH:22]([CH3:24])[CH3:23].Cl, predict the reaction product. The product is: [CH2:15]([O:14][C:10]1[C:9]([OH:17])=[C:8]2[C:13]([C:4]([CH2:29][C:28]3[CH:31]=[C:32]([O:36][CH3:37])[C:33]([O:34][CH3:35])=[C:26]([O:25][CH2:21][CH:22]([CH3:24])[CH3:23])[CH:27]=3)=[CH:5][N:6]=[CH:7]2)=[CH:12][CH:11]=1)[CH3:16]. (7) Given the reactants [NH2:1][CH2:2][CH2:3][CH3:4].[CH:5]12[O:11][CH:8]([CH2:9][CH2:10]1)[CH:7]1[C:12]([O:14][C:15](=O)[CH:6]21)=[O:13].C(N(CC)CC)C, predict the reaction product. The product is: [CH2:2]([N:1]1[C:15](=[O:14])[CH:6]2[CH:7]([CH:8]3[O:11][CH:5]2[CH2:10][CH2:9]3)[C:12]1=[O:13])[CH2:3][CH3:4].